From a dataset of Forward reaction prediction with 1.9M reactions from USPTO patents (1976-2016). Predict the product of the given reaction. (1) Given the reactants C[CH2:2][C:3]([C:5]1[CH:10]=[CH:9][C:8]([O:11][CH3:12])=[CH:7][C:6]=1[NH2:13])=O.[NH2:14][C:15](N)=[O:16].[C:18](O)(=O)C, predict the reaction product. The product is: [CH3:18][C:10]1[CH:9]=[C:8]([O:11][CH3:12])[CH:7]=[C:6]2[C:5]=1[C:3]([CH3:2])=[N:14][C:15]([OH:16])=[N:13]2. (2) Given the reactants C[O:2][C:3](=[O:36])[CH2:4][O:5][C:6]1[CH:11]=[CH:10][CH:9]=[C:8]([NH:12][C:13]2[C:14]3[C:21]([C:22]4[CH:27]=[CH:26][C:25]([O:28][CH3:29])=[CH:24][CH:23]=4)=[C:20]([C:30]4[CH:35]=[CH:34][CH:33]=[CH:32][CH:31]=4)[O:19][C:15]=3[N:16]=[CH:17][N:18]=2)[CH:7]=1.[OH-].[Na+], predict the reaction product. The product is: [CH3:29][O:28][C:25]1[CH:24]=[CH:23][C:22]([C:21]2[C:14]3[C:13]([NH:12][C:8]4[CH:7]=[C:6]([CH:11]=[CH:10][CH:9]=4)[O:5][CH2:4][C:3]([OH:36])=[O:2])=[N:18][CH:17]=[N:16][C:15]=3[O:19][C:20]=2[C:30]2[CH:35]=[CH:34][CH:33]=[CH:32][CH:31]=2)=[CH:27][CH:26]=1.